From a dataset of Catalyst prediction with 721,799 reactions and 888 catalyst types from USPTO. Predict which catalyst facilitates the given reaction. (1) Reactant: C1(NS([C:8]2[CH:13]=[C:12]([O:14][C:15]3[C:20]([Cl:21])=[CH:19][C:18]([CH2:22][CH:23]4[S:27][C:26](=[O:28])[NH:25][C:24]4=[O:29])=[CH:17][C:16]=3[Cl:30])[CH:11]=[CH:10][C:9]=2[OH:31])(=O)=O)CC1.[H][H].[C:34](OCC)(=O)C.CO. Product: [Cl:30][C:16]1[CH:17]=[C:18]([CH:19]=[C:20]([Cl:21])[C:15]=1[O:14][C:12]1[CH:11]=[CH:10][C:9]([O:31][CH3:34])=[CH:8][CH:13]=1)[CH2:22][CH:23]1[S:27][C:26](=[O:28])[NH:25][C:24]1=[O:29]. The catalyst class is: 45. (2) Reactant: [CH:1]([C:4]1[N:8]2[C:9]([CH3:16])=[CH:10][CH:11]=[C:12]([C:13](O)=[O:14])[C:7]2=[N:6][N:5]=1)([CH3:3])[CH3:2].CN(C)C=O.C(Cl)(=O)C([Cl:25])=O. Product: [ClH:25].[CH:1]([C:4]1[N:8]2[C:9]([CH3:16])=[CH:10][CH:11]=[C:12]([C:13]([Cl:25])=[O:14])[C:7]2=[N:6][N:5]=1)([CH3:3])[CH3:2]. The catalyst class is: 2. (3) Reactant: C1C2C(COC([NH:18][CH2:19][CH2:20][NH:21][CH2:22][C@@H:23]3[C@H:26]([NH:27][C:28](=[O:55])/[C:29](=[N:43]\[O:44][C:45]([CH3:54])([CH3:53])[C:46]([O:48][C:49]([CH3:52])([CH3:51])[CH3:50])=[O:47])/[C:30]4[N:31]=[C:32]([NH:35][C:36]([O:38][C:39]([CH3:42])([CH3:41])[CH3:40])=[O:37])[S:33][CH:34]=4)[C:25](=[O:56])[NH:24]3)=O)C3C(=CC=CC=3)C=2C=CC=1.N1CCCCC1. Product: [NH2:18][CH2:19][CH2:20][NH:21][CH2:22][C@@H:23]1[C@H:26]([NH:27][C:28](=[O:55])/[C:29](=[N:43]\[O:44][C:45]([CH3:54])([CH3:53])[C:46]([O:48][C:49]([CH3:52])([CH3:51])[CH3:50])=[O:47])/[C:30]2[N:31]=[C:32]([NH:35][C:36]([O:38][C:39]([CH3:42])([CH3:41])[CH3:40])=[O:37])[S:33][CH:34]=2)[C:25](=[O:56])[NH:24]1. The catalyst class is: 575. (4) Reactant: Cl[C:2]1[CH:7]=[CH:6][C:5]([N+:8]([O-])=O)=[CH:4][N:3]=1.[NH:11]1[CH2:16][CH2:15][CH:14]([OH:17])[CH2:13][CH2:12]1.C([O-])([O-])=O.[K+].[K+]. Product: [NH2:8][C:5]1[CH:6]=[CH:7][C:2]([N:11]2[CH2:16][CH2:15][CH:14]([OH:17])[CH2:13][CH2:12]2)=[N:3][CH:4]=1. The catalyst class is: 3. (5) Reactant: C(OC([N:11]1[CH2:15][C@@H:14]([OH:16])[C@@H:13]([C:17](=[O:40])[NH:18][C:19]2[CH:24]=[C:23]([C:25]3[CH:30]=[CH:29][CH:28]=[C:27]([NH:31][CH2:32][CH:33]4[CH2:38][CH2:37][O:36][CH2:35][CH2:34]4)[N:26]=3)[C:22]([Cl:39])=[CH:21][N:20]=2)[CH2:12]1)=O)C1C=CC=CC=1.[H][H]. Product: [Cl:39][C:22]1[C:23]([C:25]2[CH:30]=[CH:29][CH:28]=[C:27]([NH:31][CH2:32][CH:33]3[CH2:38][CH2:37][O:36][CH2:35][CH2:34]3)[N:26]=2)=[CH:24][C:19]([NH:18][C:17]([C@@H:13]2[C@H:14]([OH:16])[CH2:15][NH:11][CH2:12]2)=[O:40])=[N:20][CH:21]=1. The catalyst class is: 29. (6) Reactant: [NH2:1][C:2]1[CH:3]=[C:4](O)[CH:5]=[C:6]([O:8][CH3:9])[CH:7]=1.[H-].[Na+].Cl.CS([O:18][CH2:19][CH2:20][N:21]([CH3:23])[CH3:22])(=O)=O.C(=O)(O)[O-].[Na+]. Product: [CH3:22][N:21]([CH3:23])[CH2:20][CH2:19][O:18][C:4]1[CH:3]=[C:2]([CH:7]=[C:6]([O:8][CH3:9])[CH:5]=1)[NH2:1]. The catalyst class is: 3. (7) Reactant: C[O:2][C:3](=[O:37])[C@H:4]([CH2:17][C:18]1[CH:23]=[CH:22][C:21]([N:24]2[C:32](=[O:33])[C:31]3[C:26](=[CH:27][CH:28]=[C:29]([C:34]#[N:35])[CH:30]=3)[C:25]2=[O:36])=[CH:20][CH:19]=1)[NH:5][C:6]([C:8]1([CH2:13][CH2:14][O:15][CH3:16])[CH2:12][CH2:11][CH2:10][CH2:9]1)=[O:7].[I-].[Li+].N1C=CC=CC=1. Product: [C:34]([C:29]1[CH:30]=[C:31]2[C:26](=[CH:27][CH:28]=1)[C:25](=[O:36])[N:24]([C:21]1[CH:20]=[CH:19][C:18]([CH2:17][C@@H:4]([C:3]([OH:37])=[O:2])[NH:5][C:6]([C:8]3([CH2:13][CH2:14][O:15][CH3:16])[CH2:12][CH2:11][CH2:10][CH2:9]3)=[O:7])=[CH:23][CH:22]=1)[C:32]2=[O:33])#[N:35]. The catalyst class is: 6.